Dataset: Full USPTO retrosynthesis dataset with 1.9M reactions from patents (1976-2016). Task: Predict the reactants needed to synthesize the given product. (1) The reactants are: C(OC([N:8]1[CH2:15][CH2:14][CH:13]2[CH:10]([N:11]([C:16]3[CH:25]=[N:24][C:23]4[C:18](=[CH:19][CH:20]=[CH:21][CH:22]=4)[N:17]=3)[CH2:12]2)[CH2:9]1)=O)(C)(C)C.FC(F)(F)C(O)=O. Given the product [CH:10]12[N:11]([C:16]3[CH:25]=[N:24][C:23]4[C:18](=[CH:19][CH:20]=[CH:21][CH:22]=4)[N:17]=3)[CH2:12][CH:13]1[CH2:14][CH2:15][NH:8][CH2:9]2, predict the reactants needed to synthesize it. (2) Given the product [CH3:10][S:7]([OH:8])(=[O:9])=[O:18].[C:1]1([S:7]([C:10]2[CH:15]=[CH:14][C:13]([N:23]3[CH2:29][CH2:28][CH2:27][NH:26][CH2:25][CH2:24]3)=[CH:12][N:11]=2)(=[O:9])=[O:8])[CH:6]=[CH:5][CH:4]=[CH:3][CH:2]=1, predict the reactants needed to synthesize it. The reactants are: [C:1]1([S:7]([C:10]2[CH:15]=[CH:14][C:13](Cl)=[CH:12][N:11]=2)(=[O:9])=[O:8])[CH:6]=[CH:5][CH:4]=[CH:3][CH:2]=1.C(=O)([O-])[O-:18].[K+].[K+].[NH:23]1[CH2:29][CH2:28][CH2:27][NH:26][CH2:25][CH2:24]1. (3) Given the product [F:40][C:39]1[N:34]2[N:33]=[C:32]([C:51]3[CH:56]=[CH:55][C:54]([F:57])=[CH:53][CH:52]=3)[C:31]([C:29]([N:28]([CH3:58])[C:26](=[O:27])[O:25][C:21]([CH3:22])([CH3:23])[CH3:24])=[O:30])=[C:35]2[CH:36]=[C:37]([C:41]2[CH:42]=[C:43]([C:44](=[O:45])[NH:11][C:8]3([C:2]4[CH:7]=[CH:6][CH:5]=[CH:4][CH:3]=4)[CH2:10][CH2:9]3)[CH:47]=[CH:48][C:49]=2[CH3:50])[CH:38]=1, predict the reactants needed to synthesize it. The reactants are: Cl.[C:2]1([C:8]2([NH2:11])[CH2:10][CH2:9]2)[CH:7]=[CH:6][CH:5]=[CH:4][CH:3]=1.C(N(C(C)C)CC)(C)C.[C:21]([O:25][C:26]([N:28]([CH3:58])[C:29]([C:31]1[C:32]([C:51]2[CH:56]=[CH:55][C:54]([F:57])=[CH:53][CH:52]=2)=[N:33][N:34]2[C:39]([F:40])=[CH:38][C:37]([C:41]3[CH:42]=[C:43]([CH:47]=[CH:48][C:49]=3[CH3:50])[C:44](O)=[O:45])=[CH:36][C:35]=12)=[O:30])=[O:27])([CH3:24])([CH3:23])[CH3:22].CN(C(ON1N=NC2C=CC=NC1=2)=[N+](C)C)C.F[P-](F)(F)(F)(F)F. (4) The reactants are: [ClH:1].C[O:3][C:4]1[CH:5]=[CH:6][C:7]2[CH:8]3[CH2:16][CH:12]([CH2:13][C:14]=2[CH:15]=1)[CH2:11][NH:10][CH2:9]3.Br.[NH4+].[OH-]. Given the product [ClH:1].[CH:8]12[CH2:16][CH:12]([CH2:11][NH:10][CH2:9]1)[CH2:13][C:14]1[CH:15]=[C:4]([OH:3])[CH:5]=[CH:6][C:7]2=1, predict the reactants needed to synthesize it. (5) The reactants are: [CH3:1][C:2]1[N:19](S(C2C=CC=CC=2)(=O)=O)[C:5]2=[N:6][CH:7]=[CH:8][C:9](B3OC(C)(C)C(C)(C)O3)=[C:4]2[CH:3]=1.[O-]P([O-])([O-])=O.[K+].[K+].[K+].Br[C:38]1[S:42][C:41]([S:43]([NH:46][CH:47]2[CH2:51][CH2:50][S:49](=[O:53])(=[O:52])[CH2:48]2)(=[O:45])=[O:44])=[CH:40][CH:39]=1.[OH-].[Na+].Cl. Given the product [O:53]=[S:49]1(=[O:52])[CH2:50][CH2:51][CH:47]([NH:46][S:43]([C:41]2[S:42][C:38]([C:9]3[CH:8]=[CH:7][N:6]=[C:5]4[NH:19][C:2]([CH3:1])=[CH:3][C:4]=34)=[CH:39][CH:40]=2)(=[O:45])=[O:44])[CH2:48]1, predict the reactants needed to synthesize it. (6) Given the product [CH3:7][CH2:8][CH2:9][CH2:10][CH2:11][C@@H:12]([OH:53])[C@H:13]1[C:40](=[O:41])[O:39][C@H:38]([CH3:42])[C@@H:37]([OH:43])[CH:36]=[CH:35][CH:34]=[CH:33][CH:32]=[CH:31][CH:30]=[CH:29][CH:28]=[C:27]([CH3:44])[C@@H:26]([OH:45])[C@H:25]([OH:46])[C@H:24]([OH:47])[CH2:23][C@H:22]([OH:48])[CH2:21][C@H:20]([OH:49])[CH2:19][C@H:18]([OH:50])[CH2:17][C@H:16]([OH:51])[CH2:15][C@@H:14]1[OH:52].[NH:1]1[CH2:6][CH2:5][O:4][CH2:3][CH2:2]1, predict the reactants needed to synthesize it. The reactants are: [NH:1]1[CH2:6][CH2:5][O:4][CH2:3][CH2:2]1.[CH3:7][CH2:8][CH2:9][CH2:10][CH2:11][C@@H:12]([OH:53])[C@H:13]1[C:40](=[O:41])[O:39][C@H:38]([CH3:42])[C@@H:37]([OH:43])[CH:36]=[CH:35][CH:34]=[CH:33][CH:32]=[CH:31][CH:30]=[CH:29][CH:28]=[C:27]([CH3:44])[C@@H:26]([OH:45])[C@H:25]([OH:46])[C@H:24]([OH:47])[CH2:23][C@H:22]([OH:48])[CH2:21][C@H:20]([OH:49])[CH2:19][C@H:18]([OH:50])[CH2:17][C@H:16]([OH:51])[CH2:15][C@@H:14]1[OH:52]. (7) Given the product [OH:51][NH:43][C:13]([C:11]1[CH:10]=[CH:9][C:7]2[NH:8][C:2](=[O:1])[CH2:3][N:4]([C:32]([N:28]3[CH2:29][CH2:30][CH2:31][CH2:37][CH2:36]3)=[O:33])[CH2:5][C:6]=2[CH:12]=1)=[O:15], predict the reactants needed to synthesize it. The reactants are: [O:1]=[C:2]1[NH:8][C:7]2[CH:9]=[CH:10][C:11]([C:13]([O:15]CC)=O)=[CH:12][C:6]=2[CH2:5][NH:4][CH2:3]1.C(=O)(O[N:28]1[C:32](=[O:33])[CH2:31][CH2:30][C:29]1=O)O[N:28]1[C:29](=O)[CH2:30][CH2:31][C:32]1=[O:33].[CH3:36][CH2:37]N(CC)CC.[NH:43]1CCCCC1.[Cl-].[Na+].[OH2:51].